From a dataset of Forward reaction prediction with 1.9M reactions from USPTO patents (1976-2016). Predict the product of the given reaction. (1) The product is: [Br:23][C:10]1[NH:9][C:8]([C:6]2[CH:7]=[C:2]([Cl:1])[CH:3]=[CH:4][C:5]=2[CH3:15])=[C:12]([C:13]#[N:14])[CH:11]=1. Given the reactants [Cl:1][C:2]1[CH:3]=[CH:4][C:5]([CH3:15])=[C:6]([C:8]2[NH:9][CH:10]=[CH:11][C:12]=2[C:13]#[N:14])[CH:7]=1.C1C(=O)N([Br:23])C(=O)C1, predict the reaction product. (2) Given the reactants [Cl:1][C:2]1[C:11]([C:12]2[N:16]([CH3:17])[N:15]=[CH:14][CH:13]=2)=[CH:10][C:9]([Cl:18])=[CH:8][C:3]=1[C:4]([O:6]C)=[O:5].[OH-].[Na+], predict the reaction product. The product is: [Cl:1][C:2]1[C:11]([C:12]2[N:16]([CH3:17])[N:15]=[CH:14][CH:13]=2)=[CH:10][C:9]([Cl:18])=[CH:8][C:3]=1[C:4]([OH:6])=[O:5]. (3) Given the reactants Cl[C:2]1[N:21]=[C:5]2[C:6]([C:10]3[CH:15]=[C:14]([C:16]([F:19])([F:18])[F:17])[CH:13]=[CH:12][C:11]=3[Cl:20])=[CH:7][CH:8]=[CH:9][N:4]2[N:3]=1.[C:22]([O:26][C:27]([N:29]1[CH2:35][CH2:34][C:33]2[CH:36]=[CH:37][C:38]([NH2:40])=[CH:39][C:32]=2[CH2:31][CH2:30]1)=[O:28])([CH3:25])([CH3:24])[CH3:23].C1(P(C2CCCCC2)C2C=CC=CC=2C2C=CC=CC=2P(C2CCCCC2)C2CCCCC2)CCCCC1, predict the reaction product. The product is: [C:22]([O:26][C:27]([N:29]1[CH2:35][CH2:34][C:33]2[CH:36]=[CH:37][C:38]([NH:40][C:2]3[N:21]=[C:5]4[C:6]([C:10]5[CH:15]=[C:14]([C:16]([F:19])([F:18])[F:17])[CH:13]=[CH:12][C:11]=5[Cl:20])=[CH:7][CH:8]=[CH:9][N:4]4[N:3]=3)=[CH:39][C:32]=2[CH2:31][CH2:30]1)=[O:28])([CH3:25])([CH3:23])[CH3:24]. (4) Given the reactants [Br:1][C:2]1[CH:13]=[CH:12][C:11]([CH3:14])=[CH:10][C:3]=1[C:4](N(OC)C)=[O:5].CC(C[AlH]CC(C)C)C, predict the reaction product. The product is: [Br:1][C:2]1[CH:13]=[CH:12][C:11]([CH3:14])=[CH:10][C:3]=1[CH:4]=[O:5]. (5) Given the reactants [H-].[Na+].[NH2:3][C@@H:4]([CH2:7][CH2:8][CH3:9])[CH2:5][OH:6].Cl[CH2:11][C:12](OCC)=[O:13].[Cl-].[NH4+], predict the reaction product. The product is: [CH2:7]([C@@H:4]1[NH:3][C:12](=[O:13])[CH2:11][O:6][CH2:5]1)[CH2:8][CH3:9]. (6) Given the reactants [O:1]1[C:5]2[CH:6]=[CH:7][CH:8]=[CH:9][C:4]=2[C:3]([NH:10][C:11]2[CH:16]=[CH:15][CH:14]=[C:13]([NH2:17])[CH:12]=2)=[N:2]1.I.[C:19](=[NH:28])(SC)[C:20]1[CH:25]=[CH:24][CH:23]=[CH:22][CH:21]=1.C(OCC)(=O)C, predict the reaction product. The product is: [O:1]1[C:5]2[CH:6]=[CH:7][CH:8]=[CH:9][C:4]=2[C:3]([NH:10][C:11]2[CH:12]=[C:13]([NH:17][C:19](=[NH:28])[C:20]3[CH:25]=[CH:24][CH:23]=[CH:22][CH:21]=3)[CH:14]=[CH:15][CH:16]=2)=[N:2]1. (7) Given the reactants [CH3:1][N:2]([CH3:26])[C:3](=[O:25])[CH2:4][C@@H:5]([NH:14]C(=O)OCC1C=CC=CC=1)[CH2:6][S:7][C:8]1[CH:13]=[CH:12][CH:11]=[CH:10][CH:9]=1, predict the reaction product. The product is: [NH2:14][C@@H:5]([CH2:6][S:7][C:8]1[CH:9]=[CH:10][CH:11]=[CH:12][CH:13]=1)[CH2:4][C:3]([N:2]([CH3:1])[CH3:26])=[O:25].